From a dataset of Catalyst prediction with 721,799 reactions and 888 catalyst types from USPTO. Predict which catalyst facilitates the given reaction. (1) Reactant: Cl.[Br:2][C:3]1[CH:8]=[CH:7][C:6]([NH:9]N)=[C:5]([CH3:11])[CH:4]=1.Cl.[CH2:13]1[CH:20]2[NH:21][CH:15]([CH2:16][C:17]([CH2:19]2)=O)[CH2:14]1.Cl.[C:23](O[C:23]([O:25][C:26]([CH3:29])([CH3:28])[CH3:27])=[O:24])([O:25][C:26]([CH3:29])([CH3:28])[CH3:27])=[O:24].C(N(CC)CC)C. Product: [Br:2][C:3]1[CH:4]=[C:5]([CH3:11])[C:6]2[NH:9][C:17]3[CH2:16][CH:15]4[NH:21][CH:20]([C:19]=3[C:7]=2[C:8]=1[C:23]([O:25][C:26]([CH3:29])([CH3:28])[CH3:27])=[O:24])[CH2:13][CH2:14]4. The catalyst class is: 8. (2) Reactant: Cl.[NH2:2][CH2:3][CH2:4][C:5]1[N:6]([CH3:24])[C:7](=[O:23])[C:8]2[C:13]([C:14]=1[C:15]1[CH:20]=[CH:19][CH:18]=[CH:17][CH:16]=1)=[CH:12][C:11]([O:21][CH3:22])=[CH:10][CH:9]=2.[CH3:25][O:26][C:27]1[CH:32]=[CH:31][C:30]([C:33]2([C:36](O)=[O:37])[CH2:35][CH2:34]2)=[CH:29][CH:28]=1.C(N(CC)CC)C.O.ON1C2C=CC=CC=2N=N1.Cl.CN(C)CCCN=C=NCC. Product: [CH3:22][O:21][C:11]1[CH:12]=[C:13]2[C:8](=[CH:9][CH:10]=1)[C:7](=[O:23])[N:6]([CH3:24])[C:5]([CH2:4][CH2:3][NH:2][C:36]([C:33]1([C:30]3[CH:29]=[CH:28][C:27]([O:26][CH3:25])=[CH:32][CH:31]=3)[CH2:35][CH2:34]1)=[O:37])=[C:14]2[C:15]1[CH:20]=[CH:19][CH:18]=[CH:17][CH:16]=1. The catalyst class is: 9. (3) Reactant: [CH2:1]([N:8]1[CH:12]=[C:11]([CH2:13][CH2:14][CH2:15][CH:16]2OCC[O:17]2)[C:10]([O:21][CH2:22][CH3:23])=[N:9]1)[C:2]1[CH:7]=[CH:6][CH:5]=[CH:4][CH:3]=1.Cl.C(O)C.[Cl-].[NH4+]. Product: [CH2:1]([N:8]1[CH:12]=[C:11]([CH2:13][CH2:14][CH2:15][CH:16]=[O:17])[C:10]([O:21][CH2:22][CH3:23])=[N:9]1)[C:2]1[CH:3]=[CH:4][CH:5]=[CH:6][CH:7]=1. The catalyst class is: 7. (4) Product: [CH3:1][C@H:2]1[C@@H:6]([C:7]([OH:9])=[O:8])[CH2:5][CH2:4][N:3]1[C:11](=[O:21])[C:12](=[O:20])[NH:13][C@H:14]([CH3:19])[C:15]([F:17])([F:16])[F:18]. The catalyst class is: 5. Reactant: [CH3:1][C@H:2]1[C@@H:6]([C:7]([O:9]C)=[O:8])[CH2:5][CH2:4][N:3]1[C:11](=[O:21])[C:12](=[O:20])[NH:13][C@H:14]([CH3:19])[C:15]([F:18])([F:17])[F:16].[OH-].[Na+].Cl. (5) Reactant: [CH3:1][N:2]1[C:6]([C:7]2[N:8]=[C:9]([C:12]([NH:14][CH:15]([CH2:25][C:26]3[CH:31]=[CH:30][CH:29]=[CH:28][CH:27]=3)[CH2:16][NH:17]C(=O)OC(C)(C)C)=[O:13])[S:10][CH:11]=2)=[CH:5][CH:4]=[N:3]1. Product: [NH2:17][CH2:16][CH:15]([NH:14][C:12]([C:9]1[S:10][CH:11]=[C:7]([C:6]2[N:2]([CH3:1])[N:3]=[CH:4][CH:5]=2)[N:8]=1)=[O:13])[CH2:25][C:26]1[CH:27]=[CH:28][CH:29]=[CH:30][CH:31]=1. The catalyst class is: 157.